This data is from Full USPTO retrosynthesis dataset with 1.9M reactions from patents (1976-2016). The task is: Predict the reactants needed to synthesize the given product. (1) Given the product [Br:20][C:17]1[CH:18]=[CH:19][C:14]([C:12]2[N:8]=[C:7]([N:1]3[CH2:6][CH2:5][O:4][CH2:3][CH2:2]3)[S:9][CH:11]=2)=[CH:15][CH:16]=1, predict the reactants needed to synthesize it. The reactants are: [N:1]1([C:7](=[S:9])[NH2:8])[CH2:6][CH2:5][O:4][CH2:3][CH2:2]1.Br[CH2:11][C:12]([C:14]1[CH:19]=[CH:18][C:17]([Br:20])=[CH:16][CH:15]=1)=O.O. (2) Given the product [Br:1][C:2]1[CH:3]=[C:4]2[C:8](=[CH:9][CH:10]=1)[NH:7][N:6]=[C:5]2[C:22]1[CH:23]=[CH:24][N:19]=[CH:20][CH:21]=1, predict the reactants needed to synthesize it. The reactants are: [Br:1][C:2]1[CH:3]=[C:4]2[C:8](=[CH:9][CH:10]=1)[N:7](C(OC(C)(C)C)=O)[N:6]=[C:5]2I.[N:19]1[CH:24]=[CH:23][C:22](B(O)O)=[CH:21][CH:20]=1.[O-]P([O-])([O-])=O.[K+].[K+].[K+]. (3) Given the product [Br:21][C:11]1[S:12][C:3]2[C:4](=[N:5][CH:6]=[C:7]([C:8]#[N:9])[C:2]=2[Cl:1])[CH:10]=1, predict the reactants needed to synthesize it. The reactants are: [Cl:1][C:2]1[C:7]([C:8]#[N:9])=[CH:6][N:5]=[C:4]2[CH:10]=[CH:11][S:12][C:3]=12.C(NC(C)C)(C)C.[Li].[Br:21]C(F)(F)C(Br)(F)F. (4) Given the product [C:23]([C:27]1[CH:28]=[CH:29][C:30]([CH2:31][N:10]2[C:11]3[C@@:12]4([CH3:22])[C:19]([CH3:21])([CH3:20])[C@H:15]([CH2:14][CH2:13]4)[C:16]=3[C:17](=[O:18])[N:9]2[C:3]2[CH:4]=[CH:5][C:6]([F:8])=[CH:7][C:2]=2[F:1])=[CH:33][CH:34]=1)([CH3:26])([CH3:24])[CH3:25], predict the reactants needed to synthesize it. The reactants are: [F:1][C:2]1[CH:7]=[C:6]([F:8])[CH:5]=[CH:4][C:3]=1[N:9]1[C:17](=[O:18])[C:16]2[C@@H:15]3[C:19]([CH3:21])([CH3:20])[C@@:12]([CH3:22])([CH2:13][CH2:14]3)[C:11]=2[NH:10]1.[C:23]([C:27]1[CH:34]=[CH:33][C:30]([CH2:31]Br)=[CH:29][CH:28]=1)([CH3:26])([CH3:25])[CH3:24].C. (5) The reactants are: CN(C)C=O.[C:6]([Cl:11])(=O)C(Cl)=O.[NH:12]1[C:20]2[CH:19]=[CH:18][N:17]=[CH:16][C:15]=2[S:14]C1=S.C([O-])(O)=O.[Na+]. Given the product [Cl:11][C:6]1[S:14][C:15]2[CH:16]=[N:17][CH:18]=[CH:19][C:20]=2[N:12]=1, predict the reactants needed to synthesize it.